Dataset: Forward reaction prediction with 1.9M reactions from USPTO patents (1976-2016). Task: Predict the product of the given reaction. (1) Given the reactants [N+:1](C1C=CC2C(C(O)=O)=CSC=2C=1)([O-])=O.[N+:16]([C:19]1[CH:30]=[CH:29][C:22]2[S:23][CH:24]=[C:25]([C:26](O)=[O:27])[C:21]=2[CH:20]=1)([O-:18])=[O:17], predict the reaction product. The product is: [N+:16]([C:19]1[CH:30]=[CH:29][C:22]2[S:23][CH:24]=[C:25]([C:26]([NH2:1])=[O:27])[C:21]=2[CH:20]=1)([O-:18])=[O:17]. (2) Given the reactants FC(F)(F)C(O)=O.[NH:8]1[CH2:12][CH2:11][CH2:10][CH:9]1[C:13]1[CH:22]=[CH:21][CH:20]=[C:19]2[C:14]=1[CH:15]=[CH:16][C:17]([S:23]([O:26][C:27]1[C:32]([F:33])=[C:31]([F:34])[C:30]([F:35])=[C:29]([F:36])[C:28]=1[F:37])(=[O:25])=[O:24])=[CH:18]2.[CH:38](=O)[C:39]1[CH:44]=[CH:43][CH:42]=[CH:41][CH:40]=1.C(O[BH-](OC(=O)C)OC(=O)C)(=O)C.[Na+].[C@H](O)(C([O-])=O)[C@@H](O)C([O-])=O.[Na+].[K+], predict the reaction product. The product is: [CH2:38]([N:8]1[CH2:12][CH2:11][CH2:10][CH:9]1[C:13]1[CH:22]=[CH:21][CH:20]=[C:19]2[C:14]=1[CH:15]=[CH:16][C:17]([S:23]([O:26][C:27]1[C:32]([F:33])=[C:31]([F:34])[C:30]([F:35])=[C:29]([F:36])[C:28]=1[F:37])(=[O:25])=[O:24])=[CH:18]2)[C:39]1[CH:44]=[CH:43][CH:42]=[CH:41][CH:40]=1. (3) Given the reactants [CH3:1][O:2][C:3]1[CH:8]=[CH:7][C:6](B(O)O)=[CH:5][CH:4]=1.Br[C:13]1[CH:14]=[C:15]2[C:20](=[CH:21][CH:22]=1)[CH2:19][C:18](=[O:23])[CH2:17][CH2:16]2, predict the reaction product. The product is: [CH3:1][O:2][C:3]1[CH:8]=[CH:7][C:6]([C:13]2[CH:14]=[C:15]3[C:20](=[CH:21][CH:22]=2)[CH2:19][C:18](=[O:23])[CH2:17][CH2:16]3)=[CH:5][CH:4]=1.